From a dataset of NCI-60 drug combinations with 297,098 pairs across 59 cell lines. Regression. Given two drug SMILES strings and cell line genomic features, predict the synergy score measuring deviation from expected non-interaction effect. Drug 2: CS(=O)(=O)OCCCCOS(=O)(=O)C. Synergy scores: CSS=53.6, Synergy_ZIP=-0.0443, Synergy_Bliss=5.13, Synergy_Loewe=-2.18, Synergy_HSA=2.96. Cell line: SR. Drug 1: CN1C(=O)N2C=NC(=C2N=N1)C(=O)N.